Dataset: Full USPTO retrosynthesis dataset with 1.9M reactions from patents (1976-2016). Task: Predict the reactants needed to synthesize the given product. (1) Given the product [CH:8]1([C:13]2([N:27]([CH3:29])[CH3:28])[CH2:26][CH2:25][C:16]3([CH2:20][NH:19][C:18](=[O:24])[CH2:17]3)[CH2:15][CH2:14]2)[CH2:12][CH2:11][CH2:10][CH2:9]1, predict the reactants needed to synthesize it. The reactants are: FC(F)(F)C(O)=O.[CH:8]1([C:13]2([N:27]([CH3:29])[CH3:28])[CH2:26][CH2:25][C:16]3([CH2:20][N:19](C(O)=O)[C:18](=[O:24])[CH2:17]3)[CH2:15][CH2:14]2)[CH2:12][CH2:11][CH2:10][CH2:9]1. (2) Given the product [CH:1]1([CH2:4][O:5][C:6]2[C:22]([F:23])=[CH:21][C:9]([C:10]3[O:20][C:14]4[CH:15]=[C:16]([OH:19])[CH:17]=[CH:18][C:13]=4[N:12]=3)=[CH:8][C:7]=2[F:24])[CH2:3][CH2:2]1, predict the reactants needed to synthesize it. The reactants are: [CH:1]1([CH2:4][O:5][C:6]2[C:22]([F:23])=[CH:21][C:9]([C:10]([NH:12][C:13]3[CH:18]=[CH:17][C:16]([OH:19])=[CH:15][C:14]=3[OH:20])=O)=[CH:8][C:7]=2[F:24])[CH2:3][CH2:2]1.ClC(Cl)(Cl)C(Cl)(Cl)Cl.C1(P(C2C=CC=CC=2)C2C=CC=CC=2)C=CC=CC=1.C(N(CC)CC)C. (3) Given the product [Cl:1][C:2]1[CH:7]=[C:6]([N+:8]([O-:10])=[O:9])[CH:5]=[CH:4][C:3]=1[O:16][CH2:15][CH2:14][O:13][CH3:12], predict the reactants needed to synthesize it. The reactants are: [Cl:1][C:2]1[CH:7]=[C:6]([N+:8]([O-:10])=[O:9])[CH:5]=[CH:4][C:3]=1F.[CH3:12][O:13][CH2:14][CH2:15][OH:16].C(=O)([O-])[O-].[K+].[K+].CN(C=O)C. (4) Given the product [O:30]1[C@@H:4]2[C:5]3[C:6]([O:17][C:2]([CH3:18])([CH3:1])[C@H:3]12)=[CH:7][C:8]1[C:9]([CH3:16])=[CH:10][C:11]([CH3:15])=[N:12][C:13]=1[CH:14]=3, predict the reactants needed to synthesize it. The reactants are: [CH3:1][C:2]1([CH3:18])[O:17][C:6]2=[CH:7][C:8]3[C:9]([CH3:16])=[CH:10][C:11]([CH3:15])=[N:12][C:13]=3[CH:14]=[C:5]2[CH:4]=[CH:3]1.CN1C=CN=C1.Cl[O-].[Na+].S([O-])([O-])(=[O:30])=S.[Na+].[Na+].